The task is: Binary Classification. Given a miRNA mature sequence and a target amino acid sequence, predict their likelihood of interaction.. This data is from Experimentally validated miRNA-target interactions with 360,000+ pairs, plus equal number of negative samples. (1) The miRNA is hsa-miR-6733-3p with sequence UCAGUGUCUGGAUUUCCUAG. The protein sequence of the target gene is MEGVLYKWTNYLSGWQPRWFLLCGGILSYYDSPEDAWKGCKGSIQMAVCEIQVHSVDNTRMDLIIPGEQYFYLKARSVAERQRWLVALGSAKACLTDSRTQKEKEFAENTENLKTKMSELRLYCDLLVQQVDKTKEVATAGVTDSEEGIDVGTLLKSTCNTFLKTLEECMQIANAAFTSELLYHTPPGSPQLAVLKSSKMKHPIIPIHNSLERSMELNSCENGSLSIEVNGDEEILMKTKSSLYLKSTEVDCSISSEENTDDNVTVQGEIMKEDGEENLESHDKDPAQPGSDSVCSPESP.... Result: 0 (no interaction). (2) The miRNA is hsa-miR-6878-5p with sequence AGGGAGAAAGCUAGAAGCUGAAG. The protein sequence of the target gene is MSIAIPLGVTTSDTSYSDMAAGSDPESVEASPAVNEKSVYSTHNYGTTQRHGCRGLPYATIIPRSDLNGLPSPVEERCGDSPNSEGETVPTWCPCGLSQDGFLLNCDKCRGMSRGKVIRLHRRKQDNISGGDSSATESWDEELSPSTVLYTATQHTPTSITLTVRRTKPKKRKKSPEKGRAAPKTKKIKNSPSEAQNLDENTTEGWENRIRLWTDQYEEAFTNQYSADVQNALEQHLHSSKEFVGKPTILDTINKTELACNNTVIGSQMQLQLGRVTRVQKHRKILRAARDLALDTLIIE.... Result: 1 (interaction). (3) The miRNA is hsa-miR-335-5p with sequence UCAAGAGCAAUAACGAAAAAUGU. The protein sequence of the target gene is MRKIRANAIAILTVAWILGTFYYLWQDNRAHAASSGGRGAQRAGRRSEQLREDRTIPLIVTGTPSKGFDEKAYLSAKQLKAGEDPYRQHAFNQLESDKLSPDRPIRDTRHYSCPSVSYSSDLPATSVIITFHNEARSTLLRTVKSVLNRTPANLIQEIILVDDFSSDPEDCLLLTRIPKVKCLRNDRREGLIRSRVRGADVAAATVLTFLDSHCEVNTEWLPPMLQRVKEDHTRVVSPIIDVISLDNFAYLAASADLRGGFDWSLHFKWEQIPLEQKMTRTDPTRPIRTPVIAGGIFVID.... Result: 1 (interaction). (4) The miRNA is hsa-miR-128-3p with sequence UCACAGUGAACCGGUCUCUUU. The protein sequence of the target gene is MTTFFTSVPPWIQDAKQEEEVGWKLVPRPRGREAESQVKCQCEISGTPFSNGEKLRPHSLPQPEQRPYSCPQLHCGKAFASKYKLYRHMATHSAQKPHQCMYCDKMFHRKDHLRNHLQTHDPNKEALHCSECGKNYNTKLGYRRHLAMHAASSGDLSCKVCLQTFESTQALLEHLKAHSRRVAGGAKEKKHPCDHCDRRFYTRKDVRRHLVVHTGRKDFLCQYCAQRFGRKDHLTRHVKKSHSQELLKIKTEPVDMLGLLSCSSTVSVKEELSPVLCMASRDVMGTKAFPGMLPMGMYGA.... Result: 1 (interaction). (5) The miRNA is hsa-miR-520d-3p with sequence AAAGUGCUUCUCUUUGGUGGGU. The protein sequence of the target gene is MAAAGLVAVAAAAEYSGTVASGGNLPGVHCGPSSGAGPGFGPGSWSRSLDRALEEAAVTGVLSLSGRKLREFPRGAANHDLTDTTRADLSRNRLSEIPIEACHFVSLENLNLYQNCIRYIPEAILNLQALTFLNISRNQLSTLPVHLCNLPLKVLIASNNKLVSLPEEIGHLRHLMELDVSCNEIQTIPSQIGNLEALRDLNVRRNHLVHLPEELAELPLIRLDFSCNKITTIPVCYRNLRHLQTITLDNNPLQSPPAQICIKGKVHIFKYLNIQACKIAPDLPDYDRRPLGFGSCHEEL.... Result: 1 (interaction). (6) The miRNA is hsa-miR-153-5p with sequence UCAUUUUUGUGAUGUUGCAGCU. The protein sequence of the target gene is MARGKAKEEGSWKKFIWNSEKKEFLGRTGGSWFKILLFYVIFYGCLAGIFIGTIQVMLLTISEFKPTYQDRVAPPGLTQIPQIQKTEISFRPNDPKSYEAYVLNIVRFLEKYKDSAQRDDMIFEDCGDVPSEPKERGDFNHERGERKVCRFKLEWLGNCSGLNDETYGYKEGKPCIIIKLNRVLGFKPKPPKNESLETYPVMKYNPNVLPVQCTGKRDEDKDKVGNVEYFGLGNSPGFPLQYYPYYGKLLQPKYLQPLLAVQFTNLTMDTEIRIECKAYGENIGYSEKDRFQGRFDVKIE.... Result: 0 (no interaction). (7) The miRNA is hsa-miR-654-5p with sequence UGGUGGGCCGCAGAACAUGUGC. The protein sequence of the target gene is MLPAAARPLWGPCLGLRAAAFRLARRQVPCVCAVRHMRSSGHQRCEALAGAPLDNAPKEYPPKIQQLVQDIASLTLLEISDLNELLKKTLKIQDVGLVPMGGVMSGAVPAAAAQEAVEEDIPIAKERTHFTVRLTEAKPVDKVKLIKEIKNYIQGINLVQAKKLVESLPQEIKANVAKAEAEKIKAALEAVGGTVVLE. Result: 1 (interaction). (8) The miRNA is mmu-miR-7042-3p with sequence UGUCCCUUUGUUUUCUCUCAG. The protein sequence of the target gene is MAETEERSLDNFFAKRDKKKKKERSNRAASAAGAAGSAGGSSGAAGAAGGGAGAGTRPGDGGTASAGAAGPGAATKAVTKDEDEWKELEQKEVDYSGLRVQAMQISSEKEEDDNEKRQDPGDNWEEGGGGGGGMEKSSGPWNKTAPVQAPPAPVIVTETPEPAMTSGVYRPPGARLTTTRKTPQGPPEIYSDTQFPSLQSTAKHVESRKDKEMEKSFEVVRHKNRGRDEVSKNQALKLQLDNQYAVLENQKSSHSQYN. Result: 0 (no interaction). (9) The miRNA is hsa-miR-29b-2-5p with sequence CUGGUUUCACAUGGUGGCUUAG. The protein sequence of the target gene is MIVFVRFNSSHGFPVEVDSDTSIFQLKEVVAKRQGVPADQLRVIFAGKELRNDWTVQNCDLDQQSIVHIVQRPWRKGQEMNATGGDDPRNAAGGCEREPQSLTRVDLSSSVLPGDSVGLAVILHTDSRKDSPPAGSPAGRSIYNSFYVYCKGPCQRVQPGKLRVQCSTCRQATLTLTQGPSCWDDVLIPNRMSGECQSPHCPGTSAEFFFKCGAHPTSDKETSVALHLIATNSRNITCITCTDVRSPVLVFQCNSRHVICLDCFHLYCVTRLNDRQFVHDPQLGYSLPCVAGCPNSLIKE.... Result: 0 (no interaction). (10) The miRNA is mmu-miR-329-3p with sequence AACACACCCAGCUAACCUUUUU. The protein sequence of the target gene is MAADVFMCSPRRPRSRGRSVLLKPQVPEDDDDSDTDEPSPPPPSGVATSARAHASAAPLPPRAGPGREEPPRRQQIIHSGHFMVSSPHREHPPKKGYDFDTVNKQTCQTYSFGKTSSCHLSIDASLTKLFECMTLAYSGKLVSPKWKNFKGLKLQWRDKIRLNNAIWRAWYMQYLEKRRNPVCHFVTPLDGSVDVDEHRRPEAITTEGKYWKSRIEIVIREYHKWRTYFKKRLQQHKDEDLSSLAQDDDMLYWHKHGDGWKTPVPMEEDSLLDTDMLMSEFSDTLFSTLSSHQPVAWPNP.... Result: 1 (interaction).